Dataset: Reaction yield outcomes from USPTO patents with 853,638 reactions. Task: Predict the reaction yield, written as a fraction of the theoretical maximum amount of product (1.0 means a 100% yield; for example, 0.34 means a 34% yield). The product is [Cl:1][C:2]1[CH:12]=[C:11]([Cl:13])[CH:10]=[CH:9][C:3]=1[O:4][CH:5]([C:6]1[O:22][N:21]=[C:19]([C:18]2[CH:23]=[CH:24][C:15]([F:14])=[CH:16][CH:17]=2)[N:7]=1)[CH3:8]. The catalyst is CN(C=O)C.O.[Cl-].[Cl-].[Zn+2]. The yield is 0.0800. The reactants are [Cl:1][C:2]1[CH:12]=[C:11]([Cl:13])[CH:10]=[CH:9][C:3]=1[O:4][CH:5]([CH3:8])[C:6]#[N:7].[F:14][C:15]1[CH:24]=[CH:23][C:18]([C:19](=[N:21][OH:22])N)=[CH:17][CH:16]=1.O.C1(C)C=CC(S(O)(=O)=O)=CC=1.